From a dataset of Full USPTO retrosynthesis dataset with 1.9M reactions from patents (1976-2016). Predict the reactants needed to synthesize the given product. The reactants are: C(O[C:9]([NH:11][C:12]1[S:13][CH:14]=[C:15]([C:24]2[N:28]([CH3:29])[N:27]=[C:26]([C:30]([F:33])([F:32])[F:31])[CH:25]=2)[C:16]=1[C:17]([O:19][C:20]([CH3:23])([CH3:22])[CH3:21])=[O:18])=[O:10])C1C=CC=CC=1.CCN([CH:40]([CH3:42])[CH3:41])C(C)C. Given the product [O:19]1[C:17]2[CH:16]=[CH:12][CH:42]=[CH:40][C:41]=2[CH:21]=[C:20]1[C:9]([NH:11][C:12]1[S:13][CH:14]=[C:15]([C:24]2[N:28]([CH3:29])[N:27]=[C:26]([C:30]([F:33])([F:31])[F:32])[CH:25]=2)[C:16]=1[C:17]([O:19][C:20]([CH3:23])([CH3:22])[CH3:21])=[O:18])=[O:10], predict the reactants needed to synthesize it.